From a dataset of Forward reaction prediction with 1.9M reactions from USPTO patents (1976-2016). Predict the product of the given reaction. (1) Given the reactants [C:1]([O:4][CH2:5][CH2:6][C:7]1[C:12]([N+:13]([O-])=O)=[CH:11][CH:10]=[C:9]([NH:16][C:17](=[O:32])[C:18]([F:31])([F:30])[C:19]2[C:28]3[C:23](=[CH:24][CH:25]=[CH:26][CH:27]=3)[C:22]([F:29])=[CH:21][CH:20]=2)[C:8]=1[F:33])(=[O:3])[CH3:2], predict the reaction product. The product is: [C:1]([O:4][CH2:5][CH2:6][C:7]1[C:8]([F:33])=[C:9]([NH:16][C:17](=[O:32])[C:18]([F:30])([F:31])[C:19]2[C:28]3[C:23](=[CH:24][CH:25]=[CH:26][CH:27]=3)[C:22]([F:29])=[CH:21][CH:20]=2)[CH:10]=[CH:11][C:12]=1[NH2:13])(=[O:3])[CH3:2]. (2) Given the reactants [N+:1]([C:4]1[CH:5]=[C:6]([CH:10]=[CH:11][C:12]=1[N+:13]([O-:15])=[O:14])[C:7]([OH:9])=O)([O-:3])=[O:2].[CH3:16][N:17]1[CH2:22][CH2:21][NH:20][CH2:19][CH2:18]1.CCN(CC)CC.O, predict the reaction product. The product is: [N+:1]([C:4]1[CH:5]=[C:6]([C:7]([N:20]2[CH2:21][CH2:22][N:17]([CH3:16])[CH2:18][CH2:19]2)=[O:9])[CH:10]=[CH:11][C:12]=1[N+:13]([O-:15])=[O:14])([O-:3])=[O:2]. (3) Given the reactants O[C:2]1[C:7]([CH3:8])=[CH:6][C:5]([C:9]2[O:10][C:11]3[CH:19]=[CH:18][C:17]([CH3:20])=[CH:16][C:12]=3[C:13](=O)[N:14]=2)=[CH:4][CH:3]=1.[NH:21]([C:23]1[CH:31]=[CH:30][C:26]([C:27]([OH:29])=[O:28])=[CH:25][CH:24]=1)[NH2:22].C([OH:34])C, predict the reaction product. The product is: [OH:34][C:4]1[CH:3]=[CH:2][C:7]([CH3:8])=[CH:6][C:5]=1[C:9]1[N:14]=[C:13]([C:12]2[CH:16]=[C:17]([CH3:20])[CH:18]=[CH:19][C:11]=2[OH:10])[N:21]([C:23]2[CH:24]=[CH:25][C:26]([C:27]([OH:29])=[O:28])=[CH:30][CH:31]=2)[N:22]=1.